Task: Predict the product of the given reaction.. Dataset: Forward reaction prediction with 1.9M reactions from USPTO patents (1976-2016) (1) Given the reactants [N:1]1[C:10]2[C:5](=[CH:6][CH:7]=[CH:8][CH:9]=2)[CH:4]=[C:3]([CH2:11][CH2:12][CH2:13][C:14](=[O:16])[CH3:15])[CH:2]=1.[C:17](OCC)(=[O:23])[C:18]([O:20][CH2:21][CH3:22])=[O:19].[O-]CC.[Na+], predict the reaction product. The product is: [N:1]1[C:10]2[C:5](=[CH:6][CH:7]=[CH:8][CH:9]=2)[CH:4]=[C:3]([CH2:11][CH2:12][CH2:13][C:14](=[O:16])[CH2:15][C:17](=[O:23])[C:18]([O:20][CH2:21][CH3:22])=[O:19])[CH:2]=1. (2) Given the reactants [C:1]([C:3]1([C:32]2[CH:37]=[CH:36][CH:35]=[CH:34][N:33]=2)[CH2:8][CH2:7][N:6]([CH2:9][C:10]2[CH:11]=[C:12]([C:21]([NH:23][C@@H:24]3[CH2:29][CH2:28][CH2:27][CH2:26][C@H:25]3[S:30][CH3:31])=[O:22])[C:13](=[O:20])[N:14]3[C:19]=2[CH:18]=[CH:17][CH:16]=[CH:15]3)[CH2:5][CH2:4]1)#[N:2].C1(C2[O:46]N2S(C2C=CC=CC=2)(=O)=O)C=CC=CC=1, predict the reaction product. The product is: [C:1]([C:3]1([C:32]2[CH:37]=[CH:36][CH:35]=[CH:34][N:33]=2)[CH2:8][CH2:7][N:6]([CH2:9][C:10]2[CH:11]=[C:12]([C:21]([NH:23][C@@H:24]3[CH2:29][CH2:28][CH2:27][CH2:26][C@H:25]3[S@:30]([CH3:31])=[O:46])=[O:22])[C:13](=[O:20])[N:14]3[C:19]=2[CH:18]=[CH:17][CH:16]=[CH:15]3)[CH2:5][CH2:4]1)#[N:2]. (3) The product is: [NH2:1][C:2]([C@@H:4]1[CH2:8][CH2:7][C@H:6]([C:9]2[CH:14]=[CH:13][C:12]([O:15][CH2:30][C:31]3[CH:36]=[CH:35][CH:34]=[CH:33][C:32]=3[F:37])=[CH:11][CH:10]=2)[N:5]1[C:16]([O:18][C:19]([CH3:22])([CH3:21])[CH3:20])=[O:17])=[O:3]. Given the reactants [NH2:1][C:2]([C@@H:4]1[CH2:8][CH2:7][C@H:6]([C:9]2[CH:14]=[CH:13][C:12]([OH:15])=[CH:11][CH:10]=2)[N:5]1[C:16]([O:18][C:19]([CH3:22])([CH3:21])[CH3:20])=[O:17])=[O:3].C(=O)([O-])[O-].[K+].[K+].Br[CH2:30][C:31]1[CH:36]=[CH:35][CH:34]=[CH:33][C:32]=1[F:37].C(OCC)(=O)C, predict the reaction product. (4) Given the reactants CO[C:3]([C:5]1[CH:9]=[C:8]([Br:10])[N:7]([CH:11]([CH3:13])[CH3:12])[C:6]=1[CH:14]([C:16]1[CH:21]=[CH:20][C:19]([Cl:22])=[CH:18][CH:17]=1)O)=[O:4].[NH2:23][C:24]1[C:25](=[O:40])[N:26]([CH2:31][C:32]2[CH:37]=[CH:36][C:35]([O:38][CH3:39])=[CH:34][CH:33]=2)[CH:27]=[C:28]([Cl:30])[CH:29]=1.COC(C1C=C(Br)N(C(C)C)C=1C(C1C=CC(C#N)=CC=1)O)=O.CN1C(N)=CC(C)=N1, predict the reaction product. The product is: [Br:10][C:8]1[N:7]([CH:11]([CH3:12])[CH3:13])[C:6]2[CH:14]([C:16]3[CH:17]=[CH:18][C:19]([Cl:22])=[CH:20][CH:21]=3)[N:23]([C:24]3[C:25](=[O:40])[N:26]([CH2:31][C:32]4[CH:37]=[CH:36][C:35]([O:38][CH3:39])=[CH:34][CH:33]=4)[CH:27]=[C:28]([Cl:30])[CH:29]=3)[C:3](=[O:4])[C:5]=2[CH:9]=1. (5) Given the reactants Br[C:2]1[CH:3]=[C:4]([N:8]2[C:21]3[CH:20]=[CH:19][CH:18]=[CH:17][C:16]=3[O:15][C:14]3[C:9]2=[CH:10][CH:11]=[CH:12][CH:13]=3)[CH:5]=[CH:6][CH:7]=1.[B:22]1([B:22]2[O:26][C:25]([CH3:28])([CH3:27])[C:24]([CH3:30])([CH3:29])[O:23]2)[O:26][C:25]([CH3:28])([CH3:27])[C:24]([CH3:30])([CH3:29])[O:23]1.C([O-])(=O)C.[K+], predict the reaction product. The product is: [CH3:29][C:24]1([CH3:30])[C:25]([CH3:28])([CH3:27])[O:26][B:22]([C:2]2[CH:3]=[C:4]([N:8]3[C:21]4[CH:20]=[CH:19][CH:18]=[CH:17][C:16]=4[O:15][C:14]4[C:9]3=[CH:10][CH:11]=[CH:12][CH:13]=4)[CH:5]=[CH:6][CH:7]=2)[O:23]1.